This data is from Reaction yield outcomes from USPTO patents with 853,638 reactions. The task is: Predict the reaction yield, written as a fraction of the theoretical maximum amount of product (1.0 means a 100% yield; for example, 0.34 means a 34% yield). (1) The reactants are [N+]([C:4]1[CH:11]=[C:10]([C:12]([F:15])([F:14])[F:13])[CH:9]=[CH:8][C:5]=1[C:6]#[N:7])([O-])=O.[C:16]([O:20][CH3:21])(=[O:19])[CH2:17][SH:18].CN1C(=O)CCC1.O.[OH-].[Li+]. The catalyst is O. The product is [C:16]([C:17]1[S:18][C:4]2[CH:11]=[C:10]([C:12]([F:15])([F:14])[F:13])[CH:9]=[CH:8][C:5]=2[C:6]=1[NH2:7])([O:20][CH3:21])=[O:19]. The yield is 0.847. (2) The product is [F:1][C:2]1[C:3]([OH:17])=[CH:4][C:5]2[O:9][C:8]3[CH:10]=[CH:11][C:12]([C:14]#[N:15])=[CH:13][C:7]=3[C:6]=2[CH:16]=1. The yield is 0.510. The catalyst is O. The reactants are [F:1][C:2]1[C:3]([O:17]C)=[CH:4][C:5]2[O:9][C:8]3[CH:10]=[CH:11][C:12]([C:14]#[N:15])=[CH:13][C:7]=3[C:6]=2[CH:16]=1.Cl.N1C=CC=CC=1.[OH-].[Na+]. (3) The reactants are [O:1]1[C:5]2[CH:6]=[CH:7][CH:8]=[CH:9][C:4]=2[N:3]=[C:2]1[C:10]1([C:13]([O:15]C)=[O:14])[CH2:12][CH2:11]1.C1COCC1.O.[Li+].[OH-]. The catalyst is C(OCC)(=O)C. The product is [O:1]1[C:5]2[CH:6]=[CH:7][CH:8]=[CH:9][C:4]=2[N:3]=[C:2]1[C:10]1([C:13]([OH:15])=[O:14])[CH2:12][CH2:11]1. The yield is 0.810. (4) The reactants are Cl[C:2]1[C:11]2[C:10](=[O:12])[N:9]([CH2:13][CH2:14][C:15]3[CH:20]=[CH:19][CH:18]=[CH:17][CH:16]=3)[C:8]([C:21]3[CH:26]=[CH:25][CH:24]=[CH:23][C:22]=3[O:27][CH3:28])=[N:7][C:6]=2[CH:5]=[CH:4][N:3]=1.C[Si](Cl)(C)C.[I-:34].[Na+].[OH-].[Na+]. The catalyst is C(#N)CC. The product is [I:34][C:2]1[C:11]2[C:10](=[O:12])[N:9]([CH2:13][CH2:14][C:15]3[CH:20]=[CH:19][CH:18]=[CH:17][CH:16]=3)[C:8]([C:21]3[CH:26]=[CH:25][CH:24]=[CH:23][C:22]=3[O:27][CH3:28])=[N:7][C:6]=2[CH:5]=[CH:4][N:3]=1. The yield is 0.640. (5) The reactants are [F:1][C:2]1[CH:7]=[C:6](I)[CH:5]=[CH:4][C:3]=1[N:9]1[CH:14]=[C:13]([O:15][CH3:16])[C:12](=[O:17])[C:11]([C:18]2[N:22]([C:23]3[CH:28]=[CH:27][CH:26]=[CH:25][CH:24]=3)[N:21]=[CH:20][CH:19]=2)=[N:10]1.Cl.[F:30][C:31]([F:38])([F:37])[CH:32]1[CH2:36][CH2:35][NH:34][CH2:33]1.CC([O-])(C)C.[Na+].CC1(C)C2C(=C(P(C3C=CC=CC=3)C3C=CC=CC=3)C=CC=2)OC2C(P(C3C=CC=CC=3)C3C=CC=CC=3)=CC=CC1=2. The catalyst is O1CCOCC1.C1C=CC(/C=C/C(/C=C/C2C=CC=CC=2)=O)=CC=1.C1C=CC(/C=C/C(/C=C/C2C=CC=CC=2)=O)=CC=1.C1C=CC(/C=C/C(/C=C/C2C=CC=CC=2)=O)=CC=1.[Pd].[Pd]. The product is [F:1][C:2]1[CH:7]=[C:6]([N:34]2[CH2:35][CH2:36][CH:32]([C:31]([F:38])([F:37])[F:30])[CH2:33]2)[CH:5]=[CH:4][C:3]=1[N:9]1[CH:14]=[C:13]([O:15][CH3:16])[C:12](=[O:17])[C:11]([C:18]2[N:22]([C:23]3[CH:28]=[CH:27][CH:26]=[CH:25][CH:24]=3)[N:21]=[CH:20][CH:19]=2)=[N:10]1. The yield is 0.450.